Dataset: Full USPTO retrosynthesis dataset with 1.9M reactions from patents (1976-2016). Task: Predict the reactants needed to synthesize the given product. (1) Given the product [C:4]([C:5]1[CH:6]=[C:7]([CH:16]=[CH:17][CH:18]=1)[C:8]([C:10]1[CH:11]=[CH:12][CH:13]=[CH:14][CH:15]=1)=[O:9])#[CH:3], predict the reactants needed to synthesize it. The reactants are: OC(C)(C)[C:3]#[C:4][C:5]1[CH:6]=[C:7]([CH:16]=[CH:17][CH:18]=1)[C:8]([C:10]1[CH:15]=[CH:14][CH:13]=[CH:12][CH:11]=1)=[O:9].[OH-].[Na+]. (2) Given the product [CH:19]1([C:17]2[N:25]([C:28]3[CH:33]=[CH:32][CH:31]=[CH:30][C:29]=3[F:34])[N:26]=[N:27][C:16]=2[C:15]([O:14][CH2:12][CH3:13])=[O:24])[CH2:23][CH2:22][CH2:21][CH2:20]1, predict the reactants needed to synthesize it. The reactants are: C1CCN2C(=NCCC2)CC1.[CH2:12]([O:14][C:15](=[O:24])[CH2:16][C:17]([CH:19]1[CH2:23][CH2:22][CH2:21][CH2:20]1)=O)[CH3:13].[N:25]([C:28]1[CH:33]=[CH:32][CH:31]=[CH:30][C:29]=1[F:34])=[N+:26]=[N-:27].O. (3) Given the product [F:1][C:2]([F:25])([F:24])[C:3]1[CH:4]=[C:5]([NH:9][C:10]([C:12]2[CH:13]=[C:14]3[C:19](=[CH:20][CH:21]=2)[C:18]([I:22])=[N:17][N:16]=[C:15]3[OH:28])=[O:11])[CH:6]=[CH:7][CH:8]=1, predict the reactants needed to synthesize it. The reactants are: [F:1][C:2]([F:25])([F:24])[C:3]1[CH:4]=[C:5]([NH:9][C:10]([C:12]2[CH:13]=[C:14]3[C:19](=[CH:20][CH:21]=2)[C:18]([I:22])=[N:17][N:16]=[C:15]3I)=[O:11])[CH:6]=[CH:7][CH:8]=1.[OH-].[Na+].[O:28]1CCOCC1.Cl. (4) Given the product [N+:18]([C:13]1[CH:14]=[CH:15][CH:16]=[CH:17][C:12]=1[S:1][C:2]1[CH:10]=[CH:9][CH:8]=[CH:7][C:3]=1[C:4]([OH:6])=[O:5])([O-:20])=[O:19], predict the reactants needed to synthesize it. The reactants are: [SH:1][C:2]1[CH:10]=[CH:9][CH:8]=[CH:7][C:3]=1[C:4]([OH:6])=[O:5].F[C:12]1[CH:17]=[CH:16][CH:15]=[CH:14][C:13]=1[N+:18]([O-:20])=[O:19].O.[OH-].[K+]. (5) Given the product [ClH:7].[ClH:7].[C:8]([C:10]1[C:11]([NH:40][C:41]([C:43]2[O:44][CH:45]=[CH:46][CH:47]=2)=[O:42])=[N:12][C:13]([C:32]2[CH:37]=[CH:36][C:35]([F:38])=[CH:34][C:33]=2[OH:39])=[CH:14][C:15]=1[C:16]1[CH:21]=[CH:20][CH:19]=[C:18]([N:22]([CH2:25][CH2:26][N:27]([CH2:30][CH3:31])[CH2:28][CH3:29])[CH2:23][CH3:24])[CH:17]=1)#[N:9], predict the reactants needed to synthesize it. The reactants are: C(OCC)(=O)C.[ClH:7].[C:8]([C:10]1[C:11]([NH:40][C:41]([C:43]2[O:44][CH:45]=[CH:46][CH:47]=2)=[O:42])=[N:12][C:13]([C:32]2[CH:37]=[CH:36][C:35]([F:38])=[CH:34][C:33]=2[OH:39])=[CH:14][C:15]=1[C:16]1[CH:21]=[CH:20][CH:19]=[C:18]([N:22]([CH2:25][CH2:26][N:27]([CH2:30][CH3:31])[CH2:28][CH3:29])[CH2:23][CH3:24])[CH:17]=1)#[N:9]. (6) Given the product [CH2:19]([O:12][C:4]1[CH:3]=[C:2]([Br:1])[CH:7]=[C:6]([C:8]([CH3:9])([CH3:11])[CH3:10])[N:5]=1)[C:16]1[CH:17]=[CH:18][CH:13]=[CH:14][CH:15]=1, predict the reactants needed to synthesize it. The reactants are: [Br:1][C:2]1[CH:7]=[C:6]([C:8]([CH3:11])([CH3:10])[CH3:9])[NH:5][C:4](=[O:12])[CH:3]=1.[CH:13]1[CH:18]=[CH:17][C:16]([CH2:19]Br)=[CH:15][CH:14]=1. (7) Given the product [F:15][C:12]([F:14])([F:13])[C:11]1[N:6]2[N:5]=[CH:4][C:3]([C:1]#[C:2][C:27]3[CH:28]=[CH:29][C:30]([NH:33][CH2:34][CH2:35][OH:36])=[N:31][CH:32]=3)=[C:7]2[N:8]=[C:9]([C:16]2[CH:21]=[CH:20][C:19]([C:22]([F:25])([F:24])[F:23])=[CH:18][CH:17]=2)[CH:10]=1, predict the reactants needed to synthesize it. The reactants are: [C:1]([C:3]1[CH:4]=[N:5][N:6]2[C:11]([C:12]([F:15])([F:14])[F:13])=[CH:10][C:9]([C:16]3[CH:21]=[CH:20][C:19]([C:22]([F:25])([F:24])[F:23])=[CH:18][CH:17]=3)=[N:8][C:7]=12)#[CH:2].Br[C:27]1[CH:28]=[CH:29][C:30]([NH:33][CH2:34][CH2:35][OH:36])=[N:31][CH:32]=1. (8) The reactants are: [C:1]([O:4][C@H:5]1[C@@H:19]([O:20][C:21](=[O:23])[CH3:22])[C@H:18]([O:24][C:25](=[O:27])[CH3:26])[C@@H:17]([CH2:28][O:29][C:30](=[O:32])[CH3:31])[O:16][C@@H:6]1[O:7][C:8]1[CH:13]=[CH:12][C:11](I)=[CH:10][C:9]=1[Cl:15])(=[O:3])[CH3:2].C([O-])([O-])=O.[Cs+].[Cs+].CC(C1C=C(C(C)C)C(C2C=CC=CC=2P(C2CCCCC2)C2CCCCC2)=C(C(C)C)C=1)C.[NH:73]1[C:81]2[C:76](=[CH:77][CH:78]=[CH:79][CH:80]=2)[CH2:75][CH2:74]1. Given the product [C:1]([O:4][C@H:5]1[C@@H:19]([O:20][C:21](=[O:23])[CH3:22])[C@H:18]([O:24][C:25](=[O:27])[CH3:26])[C@@H:17]([CH2:28][O:29][C:30](=[O:32])[CH3:31])[O:16][C@@H:6]1[O:7][C:8]1[CH:13]=[CH:12][C:11]([N:73]2[C:81]3[C:76](=[CH:77][CH:78]=[CH:79][CH:80]=3)[CH2:75][CH2:74]2)=[CH:10][C:9]=1[Cl:15])(=[O:3])[CH3:2], predict the reactants needed to synthesize it.